From a dataset of Reaction yield outcomes from USPTO patents with 853,638 reactions. Predict the reaction yield, written as a fraction of the theoretical maximum amount of product (1.0 means a 100% yield; for example, 0.34 means a 34% yield). (1) The reactants are [OH-].[Na+].[Br:3][C:4]1[CH:9]=[CH:8][C:7]([OH:10])=[C:6]([F:11])[C:5]=1[F:12].Br[CH2:14][CH3:15]. The catalyst is [Br-].C([N+](CCCC)(CCCC)CCCC)CCC.O. The product is [CH2:14]([O:10][C:7]1[CH:8]=[CH:9][C:4]([Br:3])=[C:5]([F:12])[C:6]=1[F:11])[CH3:15]. The yield is 0.970. (2) The yield is 0.510. The catalyst is ClCCl. The reactants are C[O:2][C:3]([C:5]1([CH2:11][S:12](Cl)(=[O:14])=[O:13])[CH2:10][CH2:9][O:8][CH2:7][CH2:6]1)=[O:4].Cl.[Br:17][C:18]1[CH:23]=[CH:22][C:21]([N:24]2[CH2:29][CH2:28][NH:27][CH2:26][CH2:25]2)=[CH:20][CH:19]=1.C(N(CC)CC)C. The product is [Br:17][C:18]1[CH:19]=[CH:20][C:21]([N:24]2[CH2:29][CH2:28][N:27]([S:12]([CH2:11][C:5]3([C:3]([OH:2])=[O:4])[CH2:10][CH2:9][O:8][CH2:7][CH2:6]3)(=[O:14])=[O:13])[CH2:26][CH2:25]2)=[CH:22][CH:23]=1. (3) The reactants are [CH:1]1([NH2:4])[CH2:3][CH2:2]1.C(N(CC)CC)C.Cl[C:13]([O:15][CH2:16][C:17]1[CH:22]=[CH:21][CH:20]=[CH:19][CH:18]=1)=[O:14]. The catalyst is ClCCl. The product is [CH2:16]([O:15][C:13](=[O:14])[NH:4][CH:1]1[CH2:3][CH2:2]1)[C:17]1[CH:22]=[CH:21][CH:20]=[CH:19][CH:18]=1. The yield is 0.710. (4) The reactants are [C:1]([O:4][CH2:5][CH2:6][N:7]1[C:15]([CH2:16][N:17]2[CH2:22][CH2:21][CH:20]([C:23]([OH:26])([CH3:25])[CH3:24])[CH2:19][CH2:18]2)=[N:14][C:13]2[C:8]1=[N:9][C:10](Cl)=[N:11][C:12]=2[N:27]1[CH2:32][CH2:31][O:30]CC1)(=O)[CH3:2].C1(S([N:43]2[C:51]3[C:46](=[CH:47][CH:48]=[CH:49][CH:50]=3)[C:45](B(O)O)=[CH:44]2)(=O)=O)C=CC=CC=1.C([O-])([O-])=O.[Na+].[Na+].[OH-].[Na+]. The catalyst is C1(C)C=CC=CC=1.C(O)C.CCOC(C)=O.O.C1C=CC([P]([Pd]([P](C2C=CC=CC=2)(C2C=CC=CC=2)C2C=CC=CC=2)([P](C2C=CC=CC=2)(C2C=CC=CC=2)C2C=CC=CC=2)[P](C2C=CC=CC=2)(C2C=CC=CC=2)C2C=CC=CC=2)(C2C=CC=CC=2)C2C=CC=CC=2)=CC=1. The product is [OH:30][CH2:31][CH2:32][N:27]1[C:15]([CH2:16][N:17]2[CH2:18][CH2:19][CH:20]([C:23]([OH:26])([CH3:24])[CH3:25])[CH2:21][CH2:22]2)=[N:14][C:13]2[C:12]1=[N:11][C:10]([C:45]1[C:46]3[C:51](=[CH:50][CH:49]=[CH:48][CH:47]=3)[NH:43][CH:44]=1)=[N:9][C:8]=2[N:7]1[CH2:2][CH2:1][O:4][CH2:5][CH2:6]1. The yield is 0.400. (5) The reactants are [Cl-].[Al+3].[Cl-].[Cl-].[H-].[Al+3].[Li+].[H-].[H-].[H-].[Cl:11][C:12]1[CH:13]=[CH:14][C:15]2[O:26][C:25]3[CH:27]=[CH:28][CH:29]=[CH:30][C:24]=3[C@H:18]3[C:19](=O)[N:20]([CH3:22])[CH2:21][C@@H:17]3[C:16]=2[CH:31]=1.C(C(C(C([O-])=O)O)O)([O-])=O.[Na+].[Na+]. The catalyst is O1CCCC1. The product is [Cl:11][C:12]1[CH:13]=[CH:14][C:15]2[O:26][C:25]3[CH:27]=[CH:28][CH:29]=[CH:30][C:24]=3[C@H:18]3[CH2:19][N:20]([CH3:22])[CH2:21][C@@H:17]3[C:16]=2[CH:31]=1. The yield is 0.940. (6) The reactants are [Cl:1][C:2]1[C:10]([Cl:11])=[C:9]([F:12])[CH:8]=[CH:7][C:3]=1[C:4](O)=[O:5].C(Cl)(=O)C([Cl:16])=O. The catalyst is ClCCl.CN(C=O)C. The product is [Cl:1][C:2]1[C:10]([Cl:11])=[C:9]([F:12])[CH:8]=[CH:7][C:3]=1[C:4]([Cl:16])=[O:5]. The yield is 1.00. (7) The catalyst is ClCCl. The yield is 0.490. The product is [I:8][CH2:9][CH2:10][CH2:11][S:1][CH:2]1[CH2:7][CH2:6][O:5][C:3]1=[O:4]. The reactants are [SH:1][CH:2]1[CH2:7][CH2:6][O:5][C:3]1=[O:4].[I:8][CH2:9][CH2:10][CH2:11]I.C(N(CC)CC)C. (8) The reactants are [C:1]1([S:7]([NH:10][C:11]2[CH:12]=[C:13]([C:17]3[CH:26]=[C:25]4[C:20]([N:21]=[CH:22][C:23]([N:27]5[CH2:32][CH2:31][N:30](C(OC(C)(C)C)=O)[CH2:29][CH2:28]5)=[N:24]4)=[CH:19][CH:18]=3)[CH:14]=[N:15][CH:16]=2)(=[O:9])=[O:8])[CH:6]=[CH:5][CH:4]=[CH:3][CH:2]=1.FC(F)(F)C(O)=O. The catalyst is C(#N)C. The product is [N:27]1([C:23]2[CH:22]=[N:21][C:20]3[C:25]([N:24]=2)=[CH:26][C:17]([C:13]2[CH:12]=[C:11]([NH:10][S:7]([C:1]4[CH:6]=[CH:5][CH:4]=[CH:3][CH:2]=4)(=[O:9])=[O:8])[CH:16]=[N:15][CH:14]=2)=[CH:18][CH:19]=3)[CH2:32][CH2:31][NH:30][CH2:29][CH2:28]1. The yield is 0.610. (9) The reactants are [F:1][C:2]([F:14])([F:13])[C:3]1[CH:8]=[CH:7][C:6]([CH2:9][C:10]([OH:12])=O)=[CH:5][CH:4]=1.CCOC(OC(OCC)=O)=O.[NH2:26][C:27]1[C:35]2[O:34][C:33](=[O:36])[NH:32][C:31]=2[CH:30]=[CH:29][CH:28]=1. The catalyst is C1COCC1. The product is [F:13][C:2]([F:1])([F:14])[C:3]1[CH:4]=[CH:5][C:6]([CH2:9][C:10]([NH:26][C:27]2[C:35]3[O:34][C:33](=[O:36])[NH:32][C:31]=3[CH:30]=[CH:29][CH:28]=2)=[O:12])=[CH:7][CH:8]=1. The yield is 0.460. (10) The reactants are [Cl:1][C:2]1[C:3]([O:12][C:13]2[CH:18]=[C:17]([O:19][CH2:20][O:21][CH3:22])[CH:16]=[CH:15][C:14]=2[CH2:23][CH2:24][C:25](OCC)=[O:26])=[N:4][CH:5]=[C:6]([C:8]([F:11])([F:10])[F:9])[CH:7]=1.[H-].C([Al+]CC(C)C)C(C)C. The catalyst is C(OCC)C.C1(C)C=CC=CC=1.[Cl-].[Na+].O. The product is [Cl:1][C:2]1[C:3]([O:12][C:13]2[CH:18]=[C:17]([O:19][CH2:20][O:21][CH3:22])[CH:16]=[CH:15][C:14]=2[CH2:23][CH2:24][CH2:25][OH:26])=[N:4][CH:5]=[C:6]([C:8]([F:10])([F:9])[F:11])[CH:7]=1. The yield is 0.720.